From a dataset of Reaction yield outcomes from USPTO patents with 853,638 reactions. Predict the reaction yield, written as a fraction of the theoretical maximum amount of product (1.0 means a 100% yield; for example, 0.34 means a 34% yield). (1) The reactants are [C:1]([O:5][C:6]([NH:8][C@H:9]([C:35]([O:37][CH3:38])=[O:36])[CH2:10][C:11]1[CH:16]=[CH:15][C:14]([CH:17]=[CH:18][CH2:19][C:20]2[CH:25]=[CH:24][CH:23]=[C:22]([N:26]([C:28]([O:30][C:31]([CH3:34])([CH3:33])[CH3:32])=[O:29])[CH3:27])[N:21]=2)=[CH:13][CH:12]=1)=[O:7])([CH3:4])([CH3:3])[CH3:2]. The catalyst is C(O)C.[Pd]. The product is [C:1]([O:5][C:6]([NH:8][C@H:9]([C:35]([O:37][CH3:38])=[O:36])[CH2:10][C:11]1[CH:16]=[CH:15][C:14]([CH2:17][CH2:18][CH2:19][C:20]2[CH:25]=[CH:24][CH:23]=[C:22]([N:26]([C:28]([O:30][C:31]([CH3:33])([CH3:32])[CH3:34])=[O:29])[CH3:27])[N:21]=2)=[CH:13][CH:12]=1)=[O:7])([CH3:4])([CH3:2])[CH3:3]. The yield is 0.670. (2) The reactants are N1C=CN=C1.[Si:6](Cl)([C:9]([CH3:12])([CH3:11])[CH3:10])([CH3:8])[CH3:7].[OH:14][CH2:15][CH2:16][NH:17][CH2:18][C:19]1[CH:20]=[C:21]2[C:25](=[CH:26][CH:27]=1)[N:24]([C:28]([O:30][C:31]([CH3:34])([CH3:33])[CH3:32])=[O:29])[CH:23]=[CH:22]2. The catalyst is CN(C=O)C. The product is [Si:6]([O:14][CH2:15][CH2:16][NH:17][CH2:18][C:19]1[CH:20]=[C:21]2[C:25](=[CH:26][CH:27]=1)[N:24]([C:28]([O:30][C:31]([CH3:34])([CH3:33])[CH3:32])=[O:29])[CH:23]=[CH:22]2)([C:9]([CH3:12])([CH3:11])[CH3:10])([CH3:8])[CH3:7]. The yield is 0.860. (3) The reactants are [Cl:1][C:2]1[CH:10]=[C:6]([C:7]([OH:9])=O)[C:5]([OH:11])=[CH:4][CH:3]=1.[NH2:12][C:13]1[S:14][CH:15]=[C:16]([C:18]2[CH:23]=[CH:22][CH:21]=[C:20]([C:24]([F:27])([F:26])[F:25])[CH:19]=2)[N:17]=1. No catalyst specified. The product is [Cl:1][C:2]1[CH:3]=[CH:4][C:5]([OH:11])=[C:6]([CH:10]=1)[C:7]([NH:12][C:13]1[S:14][CH:15]=[C:16]([C:18]2[CH:23]=[CH:22][CH:21]=[C:20]([C:24]([F:27])([F:25])[F:26])[CH:19]=2)[N:17]=1)=[O:9]. The yield is 0.310. (4) The reactants are [C:1]([O:5][C:6](=[O:12])[NH:7][O:8][CH2:9][CH2:10]Br)([CH3:4])([CH3:3])[CH3:2].[NH:13]1[CH2:18][CH2:17][O:16][CH2:15][CH2:14]1. The catalyst is CN(C=O)C.CCOC(C)=O. The product is [C:1]([O:5][C:6](=[O:12])[NH:7][O:8][CH2:9][CH2:10][N:13]1[CH2:18][CH2:17][O:16][CH2:15][CH2:14]1)([CH3:4])([CH3:3])[CH3:2]. The yield is 0.460. (5) The reactants are [NH2:1][C@H:2]([C:4]1[N:8]([C:9]2[CH:10]=[C:11]([CH:14]=[CH:15][CH:16]=2)[C:12]#[N:13])[C:7]2[CH:17]=[CH:18][CH:19]=[CH:20][C:6]=2[N:5]=1)[CH3:3].Cl[C:22]1[N:30]=[CH:29][N:28]=[C:27]2[C:23]=1[N:24]=[CH:25][N:26]2C1CCCCO1.CCN(C(C)C)C(C)C. The catalyst is C(O)CCC. The product is [N:30]1[C:22]([NH:1][C@H:2]([C:4]2[N:8]([C:9]3[CH:10]=[C:11]([CH:14]=[CH:15][CH:16]=3)[C:12]#[N:13])[C:7]3[CH:17]=[CH:18][CH:19]=[CH:20][C:6]=3[N:5]=2)[CH3:3])=[C:23]2[C:27]([NH:26][CH:25]=[N:24]2)=[N:28][CH:29]=1. The yield is 0.370. (6) The reactants are CC([N:5]([CH2:9][C:10]1[CH:15]=[CH:14][C:13]([CH2:16][N:17]2[C:25]3[C:20](=[C:21]([O:26][CH3:27])[CH:22]=[CH:23][CH:24]=3)[C:19]([NH:28][S:29]([C:32]3[S:33][C:34]([Cl:37])=[CH:35][CH:36]=3)(=[O:31])=[O:30])=[N:18]2)=[CH:12][CH:11]=1)[C:6](=[O:8])[O-:7])(C)C.Cl. The catalyst is ClCCl. The product is [CH:6]([OH:8])=[O:7].[NH2:5][CH2:9][C:10]1[CH:11]=[CH:12][C:13]([CH2:16][N:17]2[C:25]3[C:20](=[C:21]([O:26][CH3:27])[CH:22]=[CH:23][CH:24]=3)[C:19]([NH:28][S:29]([C:32]3[S:33][C:34]([Cl:37])=[CH:35][CH:36]=3)(=[O:31])=[O:30])=[N:18]2)=[CH:14][CH:15]=1. The yield is 0.830.